This data is from Reaction yield outcomes from USPTO patents with 853,638 reactions. The task is: Predict the reaction yield, written as a fraction of the theoretical maximum amount of product (1.0 means a 100% yield; for example, 0.34 means a 34% yield). The yield is 0.850. The product is [CH3:10][O:11][C:12]([C:14]1[CH:15]=[C:16]([C:24]2[CH:29]=[CH:28][C:27]([CH3:30])=[CH:26][CH:25]=2)[CH:17]=[C:18]([N:20]2[C:21]([CH3:22])=[N:8][N:7]=[N:6]2)[CH:19]=1)=[O:13]. The catalyst is C(#N)C. The reactants are Cl[Si](Cl)(Cl)Cl.[N-:6]=[N+:7]=[N-:8].[Na+].[CH3:10][O:11][C:12]([C:14]1[CH:15]=[C:16]([C:24]2[CH:29]=[CH:28][C:27]([CH3:30])=[CH:26][CH:25]=2)[CH:17]=[C:18]([NH:20][C:21](=O)[CH3:22])[CH:19]=1)=[O:13].